This data is from Peptide-MHC class II binding affinity with 134,281 pairs from IEDB. The task is: Regression. Given a peptide amino acid sequence and an MHC pseudo amino acid sequence, predict their binding affinity value. This is MHC class II binding data. (1) The peptide sequence is LENDNQLLYNYPGAL. The MHC is DRB4_0101 with pseudo-sequence DRB4_0103. The binding affinity (normalized) is 0.378. (2) The peptide sequence is HFDLSGIAFGSMAKK. The MHC is HLA-DQA10301-DQB10302 with pseudo-sequence HLA-DQA10301-DQB10302. The binding affinity (normalized) is 0.163. (3) The peptide sequence is EKRYFAATQFEPLAA. The MHC is HLA-DQA10301-DQB10302 with pseudo-sequence HLA-DQA10301-DQB10302. The binding affinity (normalized) is 0.401. (4) The peptide sequence is QRIYGVRYTETWSFL. The MHC is DRB4_0101 with pseudo-sequence DRB4_0103. The binding affinity (normalized) is 0.512. (5) The peptide sequence is VLGLPAIKAWVAKRP. The MHC is DRB3_0101 with pseudo-sequence DRB3_0101. The binding affinity (normalized) is 0. (6) The peptide sequence is GELQGVDKIDAAFKI. The MHC is DRB3_0101 with pseudo-sequence DRB3_0101. The binding affinity (normalized) is 0.702. (7) The peptide sequence is ALRIIAGTPEVHAVK. The MHC is DRB3_0101 with pseudo-sequence DRB3_0101. The binding affinity (normalized) is 0.235. (8) The peptide sequence is EEDKEIIPIQEEEY. The MHC is HLA-DQA10501-DQB10301 with pseudo-sequence HLA-DQA10501-DQB10301. The binding affinity (normalized) is 0.0172.